Dataset: Catalyst prediction with 721,799 reactions and 888 catalyst types from USPTO. Task: Predict which catalyst facilitates the given reaction. (1) Reactant: C([N:8]1[CH2:13][CH2:12][C:11]([CH2:15][CH2:16][OH:17])([OH:14])[CH2:10][CH2:9]1)C1C=CC=CC=1.C. Product: [OH:17][CH2:16][CH2:15][C:11]1([OH:14])[CH2:12][CH2:13][NH:8][CH2:9][CH2:10]1. The catalyst class is: 293. (2) Reactant: [NH2:1][C:2]1[N:7]=[C:6]([NH:8][CH2:9][CH2:10][C:11]([O:13]C(C)(C)C)=[O:12])[CH:5]=[C:4]([Cl:18])[N:3]=1. The catalyst class is: 55. Product: [NH2:1][C:2]1[N:7]=[C:6]([NH:8][CH2:9][CH2:10][C:11]([OH:13])=[O:12])[CH:5]=[C:4]([Cl:18])[N:3]=1. (3) Reactant: [O:1]=[C:2]1[N:8]([CH:9]2[CH2:14][CH2:13][N:12]([C:15]([O:17][C@H:18]([CH2:40][C:41]3[CH:46]=[C:45]([C:47]([F:50])([F:49])[F:48])[CH:44]=[C:43]([C:51]([F:54])([F:53])[F:52])[CH:42]=3)[C:19]([N:21]3[CH2:26][CH2:25][N:24]([CH:27]4[CH2:32][CH2:31][N:30](CC5C=CC=CC=5)[CH2:29][CH2:28]4)[CH2:23][CH2:22]3)=[O:20])=[O:16])[CH2:11][CH2:10]2)[CH2:7][CH2:6][C:5]2[CH:55]=[CH:56][CH:57]=[CH:58][C:4]=2[NH:3]1.[H][H]. Product: [O:1]=[C:2]1[N:8]([CH:9]2[CH2:10][CH2:11][N:12]([C:15]([O:17][C@H:18]([CH2:40][C:41]3[CH:42]=[C:43]([C:51]([F:54])([F:53])[F:52])[CH:44]=[C:45]([C:47]([F:50])([F:49])[F:48])[CH:46]=3)[C:19](=[O:20])[N:21]3[CH2:26][CH2:25][N:24]([CH:27]4[CH2:32][CH2:31][NH:30][CH2:29][CH2:28]4)[CH2:23][CH2:22]3)=[O:16])[CH2:13][CH2:14]2)[CH2:7][CH2:6][C:5]2[CH:55]=[CH:56][CH:57]=[CH:58][C:4]=2[NH:3]1. The catalyst class is: 19.